The task is: Predict the reaction yield, written as a fraction of the theoretical maximum amount of product (1.0 means a 100% yield; for example, 0.34 means a 34% yield).. This data is from Reaction yield outcomes from USPTO patents with 853,638 reactions. (1) The reactants are [C:1]([N:5]1[CH2:10][CH2:9][N:8](C(OCC2C=CC=CC=2)=O)[CH2:7][CH2:6]1)(=[O:4])[CH2:2][CH3:3].[H][H]. The catalyst is [Pd].C(O)C. The product is [N:5]1([C:1](=[O:4])[CH2:2][CH3:3])[CH2:10][CH2:9][NH:8][CH2:7][CH2:6]1. The yield is 0.930. (2) The reactants are Cl.[Cl:2][C:3]1[N:4]=[C:5]([C:11]2[CH:12]=[N:13][CH:14]=[CH:15][CH:16]=2)[S:6][C:7]=1[NH:8][CH2:9][CH3:10].N1C=CC=CC=1.[CH3:23][CH:24]([CH2:28][S:29][CH3:30])[C:25](Cl)=[O:26]. The catalyst is CN(C1C=CN=CC=1)C.ClCCl. The product is [Cl:2][C:3]1[N:4]=[C:5]([C:11]2[CH:12]=[N:13][CH:14]=[CH:15][CH:16]=2)[S:6][C:7]=1[N:8]([CH2:9][CH3:10])[C:25](=[O:26])[CH:24]([CH3:23])[CH2:28][S:29][CH3:30]. The yield is 0.890.